The task is: Predict the product of the given reaction.. This data is from Forward reaction prediction with 1.9M reactions from USPTO patents (1976-2016). (1) Given the reactants C([S:4][CH2:5][CH:6]1[CH2:11][CH2:10][N:9]([C:12]([O:14][C:15]([CH3:18])([CH3:17])[CH3:16])=[O:13])[CH2:8][CH2:7]1)(=N)N.[OH-].[Na+].Cl, predict the reaction product. The product is: [SH:4][CH2:5][CH:6]1[CH2:11][CH2:10][N:9]([C:12]([O:14][C:15]([CH3:18])([CH3:17])[CH3:16])=[O:13])[CH2:8][CH2:7]1. (2) Given the reactants [Cl:1]C(OCCCl)=O.C[N:9]1[CH2:14][CH2:13][S:12](=[O:16])(=[O:15])[CH2:11][CH2:10]1, predict the reaction product. The product is: [ClH:1].[NH:9]1[CH2:14][CH2:13][S:12](=[O:16])(=[O:15])[CH2:11][CH2:10]1.